The task is: Predict the reaction yield, written as a fraction of the theoretical maximum amount of product (1.0 means a 100% yield; for example, 0.34 means a 34% yield).. This data is from Reaction yield outcomes from USPTO patents with 853,638 reactions. (1) The reactants are C1(S([N:10]2[C:14]3=[N:15][CH:16]=[C:17]([Br:19])[CH:18]=[C:13]3[C:12]([C:20]3[CH:21]=[N:22][N:23]([C:25]([C:38]4[CH:43]=[CH:42][CH:41]=[CH:40][CH:39]=4)([C:32]4[CH:37]=[CH:36][CH:35]=[CH:34][CH:33]=4)[C:26]4[CH:31]=[CH:30][CH:29]=[CH:28][CH:27]=4)[CH:24]=3)=[CH:11]2)(=O)=O)C=CC=CC=1.[H-].[Na+].[CH3:46][Si:47]([CH2:50][CH2:51][O:52][CH2:53]Cl)([CH3:49])[CH3:48].C(OCC)(=O)C. The catalyst is CN(C=O)C. The product is [Br:19][C:17]1[CH:18]=[C:13]2[C:12]([C:20]3[CH:21]=[N:22][N:23]([C:25]([C:32]4[CH:33]=[CH:34][CH:35]=[CH:36][CH:37]=4)([C:38]4[CH:43]=[CH:42][CH:41]=[CH:40][CH:39]=4)[C:26]4[CH:31]=[CH:30][CH:29]=[CH:28][CH:27]=4)[CH:24]=3)=[CH:11][N:10]([CH2:53][O:52][CH2:51][CH2:50][Si:47]([CH3:49])([CH3:48])[CH3:46])[C:14]2=[N:15][CH:16]=1. The yield is 0.550. (2) The reactants are [F:1][C:2]1[CH:7]=[CH:6][C:5]([O:8][C:9]2[CH:14]=[CH:13][C:12]([N+:15]([O-])=O)=[CH:11][CH:10]=2)=[CH:4][C:3]=1[C:18]([F:21])([F:20])[F:19]. The catalyst is CO.[Pd]. The product is [F:1][C:2]1[CH:7]=[CH:6][C:5]([O:8][C:9]2[CH:10]=[CH:11][C:12]([NH2:15])=[CH:13][CH:14]=2)=[CH:4][C:3]=1[C:18]([F:19])([F:20])[F:21]. The yield is 0.950. (3) The catalyst is C1COCC1. The product is [Cl:23][C:24]1[N:29]=[C:28]([C:30]([C:22]2[C:17]([F:16])=[N:18][CH:19]=[CH:20][N:21]=2)=[O:31])[CH:27]=[CH:26][CH:25]=1. The yield is 0.460. The reactants are CC1(C)CCCC(C)(C)N1.[Li]CCCC.[F:16][C:17]1[CH:22]=[N:21][CH:20]=[CH:19][N:18]=1.[Cl:23][C:24]1[N:29]=[C:28]([C:30](OC)=[O:31])[CH:27]=[CH:26][CH:25]=1. (4) The product is [Br:3][C:4]1[N:5]([C:17]2[C:26]3[C:21](=[CH:22][CH:23]=[CH:24][CH:25]=3)[C:20]([CH:27]3[CH2:29][CH2:28]3)=[CH:19][CH:18]=2)[C:6]([SH:9])=[N:7][N:8]=1. The yield is 0.780. The reactants are [OH-].[Li+].[Br:3][C:4]1[N:5]([C:17]2[C:26]3[C:21](=[CH:22][CH:23]=[CH:24][CH:25]=3)[C:20]([CH:27]3[CH2:29][CH2:28]3)=[CH:19][CH:18]=2)[C:6]([S:9]CCC(OCC)=O)=[N:7][N:8]=1.Cl. The catalyst is C1COCC1.CO. (5) The reactants are Cl[C:2]1[CH:7]=[CH:6][N:5]=[CH:4][C:3]=1[C:8]#[C:9][C:10]1[CH:15]=[CH:14][CH:13]=[CH:12][CH:11]=1.[F:16][C:17]1[CH:22]=[C:21]([N+:23]([O-:25])=[O:24])[CH:20]=[CH:19][C:18]=1[OH:26].C(=O)([O-])[O-].[Na+].[Na+]. The catalyst is C1(OC2C=CC=CC=2)C=CC=CC=1.ClCCl. The product is [F:16][C:17]1[CH:22]=[C:21]([N+:23]([O-:25])=[O:24])[CH:20]=[CH:19][C:18]=1[O:26][C:2]1[CH:7]=[CH:6][N:5]=[CH:4][C:3]=1[C:8]#[C:9][C:10]1[CH:15]=[CH:14][CH:13]=[CH:12][CH:11]=1. The yield is 0.730. (6) The reactants are [H-].[Na+].[I-].[CH3:4][S+](C)(C)=O.[CH2:9]([O:16][C:17]1[CH:18]=[C:19]([CH:30]=[CH:31][CH:32]=1)[CH:20]=[C:21]([C:26]([O:28][CH3:29])=[O:27])[C:22]([O:24][CH3:25])=[O:23])[C:10]1[CH:15]=[CH:14][CH:13]=[CH:12][CH:11]=1.[Cl-].[NH4+]. The catalyst is CS(C)=O.C1(C)C=CC=CC=1.O. The product is [CH3:29][O:28][C:26]([C:21]1([C:22]([O:24][CH3:25])=[O:23])[CH2:4][CH:20]1[C:19]1[CH:30]=[CH:31][CH:32]=[C:17]([O:16][CH2:9][C:10]2[CH:11]=[CH:12][CH:13]=[CH:14][CH:15]=2)[CH:18]=1)=[O:27]. The yield is 0.790.